Dataset: Reaction yield outcomes from USPTO patents with 853,638 reactions. Task: Predict the reaction yield, written as a fraction of the theoretical maximum amount of product (1.0 means a 100% yield; for example, 0.34 means a 34% yield). (1) The reactants are Cl.[Cl:2][C:3]1[CH:8]=[CH:7][CH:6]=[CH:5][C:4]=1[NH:9][NH2:10].[CH3:11][C:12]([CH3:19])([CH3:18])[C:13](=O)[CH2:14][C:15]#[N:16]. No catalyst specified. The product is [C:12]([C:13]1[CH:14]=[C:15]([NH2:16])[N:9]([C:4]2[CH:5]=[CH:6][CH:7]=[CH:8][C:3]=2[Cl:2])[N:10]=1)([CH3:19])([CH3:18])[CH3:11]. The yield is 0.650. (2) The reactants are [Cl:1][C:2]1[CH:3]=[C:4]([CH:7]=[CH:8][CH:9]=1)[CH2:5][NH2:6].Cl[C:11]([O:13][CH2:14][CH3:15])=[O:12].Cl. The catalyst is N1C=CC=CC=1. The product is [Cl:1][C:2]1[CH:3]=[C:4]([CH:7]=[CH:8][CH:9]=1)[CH2:5][NH:6][C:11](=[O:12])[O:13][CH2:14][CH3:15]. The yield is 0.960. (3) The reactants are [OH:1][C:2]1[C:7]([N+:8]([O-])=O)=[CH:6][CH:5]=[CH:4][C:3]=1[C:11]1[CH:16]=[CH:15][CH:14]=[C:13]([C:17]([OH:19])=[O:18])[CH:12]=1. The catalyst is CO.[Pd]. The product is [NH2:8][C:7]1[C:2]([OH:1])=[C:3]([C:11]2[CH:16]=[CH:15][CH:14]=[C:13]([C:17]([OH:19])=[O:18])[CH:12]=2)[CH:4]=[CH:5][CH:6]=1. The yield is 0.505. (4) The reactants are [H-].[Na+].[CH3:3][O:4][C:5]([C:7]1[C:15]2[C:10](=[CH:11][CH:12]=[CH:13][CH:14]=2)[NH:9][CH:8]=1)=[O:6].[CH2:16](I)[CH3:17].O.[CH2:20]1COCC1. The catalyst is CCOC(C)=O. The product is [CH2:3]([O:4][C:5]([C:7]1[C:15]2[C:10](=[CH:11][CH:12]=[CH:13][CH:14]=2)[N:9]([CH2:16][CH3:17])[CH:8]=1)=[O:6])[CH3:20]. The yield is 0.740. (5) The reactants are [NH2:1][C:2]1[NH:3][C:4](=[O:27])[C:5]([C@@H:8]2[N:12](C(OC(C)(C)C)=O)[C@H:11]([CH2:20][OH:21])[C@H:10]3[O:22]C(C)(C)[O:24][C@@H:9]23)=[CH:6][N:7]=1.[ClH:28]. No catalyst specified. The product is [ClH:28].[ClH:28].[NH2:1][C:2]1[NH:3][C:4](=[O:27])[C:5]([C@H:8]2[C@H:9]([OH:24])[C@H:10]([OH:22])[C@@H:11]([CH2:20][OH:21])[NH:12]2)=[CH:6][N:7]=1. The yield is 0.506. (6) The reactants are [NH:1]1[C:9]2[C:4](=[N:5][CH:6]=[CH:7][C:8]=2[O:10][C:11]2[CH:16]=[CH:15][C:14]([NH2:17])=[CH:13][C:12]=2[F:18])[CH:3]=[CH:2]1.N1C2C(=NC=CC=2OC2C=CC(NC(NC(=O)CC3C=CC=CC=3)=S)=CC=2F)C=C1.[N-]=C=S.[Cl:52][C:53]1[CH:58]=[CH:57][CH:56]=[C:55]([Cl:59])[C:54]=1[CH2:60][C:61]([N:63]=[C:64]=[S:65])=[O:62].[ClH:66]. The catalyst is CO. The product is [ClH:52].[ClH:66].[NH:1]1[C:9]2[C:4](=[N:5][CH:6]=[CH:7][C:8]=2[O:10][C:11]2[CH:16]=[CH:15][C:14]([NH:17][C:64]([NH:63][C:61](=[O:62])[CH2:60][C:54]3[C:53]([Cl:52])=[CH:58][CH:57]=[CH:56][C:55]=3[Cl:59])=[S:65])=[CH:13][C:12]=2[F:18])[CH:3]=[CH:2]1. The yield is 0.480.